This data is from Reaction yield outcomes from USPTO patents with 853,638 reactions. The task is: Predict the reaction yield, written as a fraction of the theoretical maximum amount of product (1.0 means a 100% yield; for example, 0.34 means a 34% yield). (1) The catalyst is C1COCC1. The yield is 0.940. The reactants are [F:1][C:2]1[CH:7]=[CH:6][C:5]([NH:8][C:9](=[O:15])[O:10][C:11]([CH3:14])([CH3:13])[CH3:12])=[C:4]([NH:16][C:17]2[N:22]=[C:21](SC#N)[C:20]([N+:26]([O-:28])=[O:27])=[CH:19][N:18]=2)[CH:3]=1.Cl.[F:30][C:31]1[CH:32]=[CH:33][CH:34]=[C:35]2[C:40]=1[O:39][CH2:38][CH2:37][C@H:36]2[NH2:41].C(N(CC)C(C)C)(C)C. The product is [F:1][C:2]1[CH:7]=[CH:6][C:5]([NH:8][C:9](=[O:15])[O:10][C:11]([CH3:13])([CH3:14])[CH3:12])=[C:4]([NH:16][C:17]2[N:22]=[C:21]([NH:41][C@H:36]3[C:35]4[C:40](=[C:31]([F:30])[CH:32]=[CH:33][CH:34]=4)[O:39][CH2:38][CH2:37]3)[C:20]([N+:26]([O-:28])=[O:27])=[CH:19][N:18]=2)[CH:3]=1. (2) The reactants are [NH2:1][C:2]1[C:11]2[C:6](=[C:7](Br)[CH:8]=[CH:9][CH:10]=2)[N:5]=[N:4][C:3]=1[C:13]([NH:15][CH2:16][CH2:17][CH3:18])=[O:14].[CH3:19][O:20][C:21]1[CH:26]=[CH:25][C:24]([CH3:27])=[CH:23][C:22]=1B(O)O. No catalyst specified. The product is [NH2:1][C:2]1[C:11]2[C:6](=[C:7]([C:22]3[CH:23]=[C:24]([CH3:27])[CH:25]=[CH:26][C:21]=3[O:20][CH3:19])[CH:8]=[CH:9][CH:10]=2)[N:5]=[N:4][C:3]=1[C:13]([NH:15][CH2:16][CH2:17][CH3:18])=[O:14]. The yield is 0.830. (3) The reactants are F[C:2]1[CH:9]=[C:8]([C:10]([F:13])([F:12])[F:11])[CH:7]=[CH:6][C:3]=1[CH:4]=[O:5].[NH:14]1[CH2:18][CH2:17][CH2:16][CH:15]1[C:19]([O:21]CC)=[O:20].C(=O)([O-])[O-].[K+].[K+]. The catalyst is CS(C)=O. The product is [CH:4]([C:3]1[CH:6]=[CH:7][C:8]([C:10]([F:13])([F:12])[F:11])=[CH:9][C:2]=1[N:14]1[CH2:18][CH2:17][CH2:16][CH:15]1[C:19]([OH:21])=[O:20])=[O:5]. The yield is 0.0900. (4) No catalyst specified. The reactants are FC(F)(F)C1C=C(NC(=O)NC2C=CC(C3SC(CCC(O)=O)=NC=3)=CC=2)C=CC=1.[Cl:31][C:32]1[CH:37]=[CH:36][C:35]([NH:38][C:39](=[O:61])[NH:40][C:41]2[CH:46]=[CH:45][C:44]([C:47]3[S:51][C:50]([CH2:52][C:53]([CH3:60])([CH3:59])[CH2:54][C:55]([O:57]C)=[O:56])=[N:49][CH:48]=3)=[CH:43][CH:42]=2)=[C:34]([O:62][C:63]2[CH:68]=[CH:67][CH:66]=[CH:65][CH:64]=2)[CH:33]=1. The yield is 0.650. The product is [Cl:31][C:32]1[CH:37]=[CH:36][C:35]([NH:38][C:39](=[O:61])[NH:40][C:41]2[CH:42]=[CH:43][C:44]([C:47]3[S:51][C:50]([CH2:52][C:53]([CH3:60])([CH3:59])[CH2:54][C:55]([OH:57])=[O:56])=[N:49][CH:48]=3)=[CH:45][CH:46]=2)=[C:34]([O:62][C:63]2[CH:64]=[CH:65][CH:66]=[CH:67][CH:68]=2)[CH:33]=1. (5) The catalyst is CO.[Pd]. The product is [O:11]=[S:9]1(=[O:10])[C:4]2[CH:3]=[CH:2][CH:34]=[N:33][C:5]=2[NH:6][C:7]([C:12]2[C:13](=[O:32])[N:14]([CH2:24][C:25]3[CH:26]=[CH:27][C:28]([F:31])=[CH:29][CH:30]=3)[C@@H:15]3[C@H:20]([C:21]=2[OH:22])[C@@H:19]2[CH2:23][C@H:16]3[CH2:17][CH2:18]2)=[N:8]1. The yield is 0.740. The reactants are Br[C:2]1[CH:34]=[N:33][C:5]2[NH:6][C:7]([C:12]3[C:13](=[O:32])[N:14]([CH2:24][C:25]4[CH:30]=[CH:29][C:28]([F:31])=[CH:27][CH:26]=4)[CH:15]4[CH:20]([C:21]=3[OH:22])[CH:19]3[CH2:23][CH:16]4[CH2:17][CH2:18]3)=[N:8][S:9](=[O:11])(=[O:10])[C:4]=2[CH:3]=1.C([O-])=O.[NH4+].C(OCC)(=O)C. (6) The reactants are Cl[C:2]1[N:7]=[C:6]([NH:8][C:9]2[CH:13]=[C:12]([O:14][CH:15]([CH3:17])[CH3:16])[NH:11][N:10]=2)[C:5]([N+:18]([O-:20])=[O:19])=[CH:4][CH:3]=1.[NH2:21][C@H:22]([C:25]1[CH:30]=[CH:29][C:28]([F:31])=[CH:27][CH:26]=1)[CH2:23][OH:24].CCN(C(C)C)C(C)C. The catalyst is CCCCO. The product is [F:31][C:28]1[CH:27]=[CH:26][C:25]([C@@H:22]([NH:21][C:2]2[CH:3]=[CH:4][C:5]([N+:18]([O-:20])=[O:19])=[C:6]([NH:8][C:9]3[CH:13]=[C:12]([O:14][CH:15]([CH3:17])[CH3:16])[NH:11][N:10]=3)[N:7]=2)[CH2:23][OH:24])=[CH:30][CH:29]=1. The yield is 0.870. (7) The reactants are [N:1]1[N:5]2[CH:6]=[CH:7][C:8](O)=[N:9][C:4]2=[CH:3][CH:2]=1.O=P(Cl)(Cl)[Cl:13]. No catalyst specified. The product is [Cl:13][C:8]1[CH:7]=[CH:6][N:5]2[N:1]=[CH:2][CH:3]=[C:4]2[N:9]=1. The yield is 0.380. (8) The reactants are [F:1][C:2]1[CH:9]=[CH:8][C:5]([CH:6]=O)=[CH:4][CH:3]=1.Cl.C(=O)(O)O.[NH2:15][NH:16][C:17]([NH2:19])=[NH:18].C(=O)=O.[OH-].[K+]. No catalyst specified. The product is [F:1][C:2]1[CH:9]=[CH:8][C:5](/[CH:6]=[N:15]/[NH:16][C:17](=[NH:18])[NH2:19])=[CH:4][CH:3]=1. The yield is 0.910.